From a dataset of Reaction yield outcomes from USPTO patents with 853,638 reactions. Predict the reaction yield, written as a fraction of the theoretical maximum amount of product (1.0 means a 100% yield; for example, 0.34 means a 34% yield). (1) The reactants are [F:1][C:2]1[CH:22]=[CH:21][C:5]([CH2:6][N:7]2[C:15]3[C:10](=[C:11]4[CH2:19][CH2:18][O:17][C:16](=[O:20])[C:12]4=[N:13][CH:14]=3)[CH:9]=[CH:8]2)=[CH:4][CH:3]=1.[OH-:23].[Na+].Cl. The catalyst is CO.O. The product is [F:1][C:2]1[CH:3]=[CH:4][C:5]([CH2:6][N:7]2[C:15]3=[CH:14][N:13]=[C:12]([C:16]([OH:17])=[O:20])[C:11]([CH2:19][CH2:18][OH:23])=[C:10]3[CH:9]=[CH:8]2)=[CH:21][CH:22]=1. The yield is 0.940. (2) The reactants are C[O:2][C:3]([C:5]1[N:6]([CH2:31][CH:32]=O)[CH:7]=[C:8]([C:20](=[O:30])[NH:21][CH2:22][C:23]2[CH:28]=[CH:27][C:26]([F:29])=[CH:25][CH:24]=2)[C:9](=[O:19])[C:10]=1[O:11][CH2:12][C:13]1[CH:18]=[CH:17][CH:16]=[CH:15][CH:14]=1)=O.[NH:34]1[CH2:38][CH2:37][CH2:36][C@H:35]1[CH2:39][CH2:40][NH2:41].C(O)(=O)C. The catalyst is ClCCl. The product is [F:29][C:26]1[CH:25]=[CH:24][C:23]([CH2:22][NH:21][C:20]([C:8]2[C:9](=[O:19])[C:10]([O:11][CH2:12][C:13]3[CH:18]=[CH:17][CH:16]=[CH:15][CH:14]=3)=[C:5]3[C:3](=[O:2])[N:41]4[CH2:40][CH2:39][C@@H:35]5[CH2:36][CH2:37][CH2:38][N:34]5[C@@H:32]4[CH2:31][N:6]3[CH:7]=2)=[O:30])=[CH:28][CH:27]=1. The yield is 0.900. (3) The reactants are [OH:1][CH2:2][CH:3]([NH:5][C:6]([C:8]1[CH:16]=[C:15]2[C:11]([CH:12]=[C:13]([C:25]3[C:33]4[CH2:32][CH2:31][C:30]([CH3:35])([CH3:34])[CH2:29][C:28]=4[N:27]([CH2:36][O:37][CH2:38][CH2:39][Si:40]([CH3:43])([CH3:42])[CH3:41])[N:26]=3)[N:14]2[CH2:17][O:18][CH2:19][CH2:20][Si:21]([CH3:24])([CH3:23])[CH3:22])=[CH:10][CH:9]=1)=[O:7])[CH3:4].N1C=CN=C1.[Si:49](Cl)([C:62]([CH3:65])([CH3:64])[CH3:63])([C:56]1[CH:61]=[CH:60][CH:59]=[CH:58][CH:57]=1)[C:50]1[CH:55]=[CH:54][CH:53]=[CH:52][CH:51]=1.O. The catalyst is CN(C)C=O.C(OCC)(=O)C. The product is [Si:49]([O:1][CH2:2][CH:3]([NH:5][C:6]([C:8]1[CH:16]=[C:15]2[C:11]([CH:12]=[C:13]([C:25]3[C:33]4[CH2:32][CH2:31][C:30]([CH3:35])([CH3:34])[CH2:29][C:28]=4[N:27]([CH2:36][O:37][CH2:38][CH2:39][Si:40]([CH3:43])([CH3:41])[CH3:42])[N:26]=3)[N:14]2[CH2:17][O:18][CH2:19][CH2:20][Si:21]([CH3:24])([CH3:23])[CH3:22])=[CH:10][CH:9]=1)=[O:7])[CH3:4])([C:62]([CH3:65])([CH3:64])[CH3:63])([C:56]1[CH:57]=[CH:58][CH:59]=[CH:60][CH:61]=1)[C:50]1[CH:55]=[CH:54][CH:53]=[CH:52][CH:51]=1. The yield is 0.930. (4) The reactants are Br[CH2:2][CH2:3][O:4][C:5]1[CH:12]=[CH:11][C:8]([CH:9]=[O:10])=[CH:7][CH:6]=1.[OH:13][C:14]1[CH:23]=[CH:22][C:17]([C:18]([O:20][CH3:21])=[O:19])=[CH:16][CH:15]=1.C([O-])([O-])=O.[K+].[K+]. The catalyst is CN(C=O)C. The product is [CH:9]([C:8]1[CH:11]=[CH:12][C:5]([O:4][CH2:3][CH2:2][O:13][C:14]2[CH:15]=[CH:16][C:17]([C:18]([O:20][CH3:21])=[O:19])=[CH:22][CH:23]=2)=[CH:6][CH:7]=1)=[O:10]. The yield is 0.530. (5) The reactants are [Cl:1][C:2]1[CH:10]=[C:9]2[C:5]([C:6]([CH:11]=[O:12])=[CH:7][NH:8]2)=[CH:4][C:3]=1[C:13]1[CH:25]=[CH:24][C:16]([O:17][CH2:18][CH2:19][NH:20][C:21](=[O:23])[CH3:22])=[CH:15][CH:14]=1.CC(=CC)C.Cl([O-])=[O:32].[Na+].OP([O-])(O)=O.[Na+]. The catalyst is C(#N)C.O.C(O)(C)(C)C. The product is [C:21]([NH:20][CH2:19][CH2:18][O:17][C:16]1[CH:24]=[CH:25][C:13]([C:3]2[CH:4]=[C:5]3[C:9](=[CH:10][C:2]=2[Cl:1])[NH:8][CH:7]=[C:6]3[C:11]([OH:32])=[O:12])=[CH:14][CH:15]=1)(=[O:23])[CH3:22]. The yield is 0.260.